Dataset: Full USPTO retrosynthesis dataset with 1.9M reactions from patents (1976-2016). Task: Predict the reactants needed to synthesize the given product. (1) Given the product [NH2:43][C:44]1[CH:49]=[CH:48][CH:47]=[CH:46][C:45]=1[NH:50][C:51]([C:53]1[S:54][C:55]2[CH2:56][N:57]([C:12](=[O:14])[CH:11]=[CH:10][C:8]3[CH:7]=[CH:6][C:5]4[O:1][CH2:2][O:3][C:4]=4[CH:9]=3)[CH2:58][CH2:59][C:60]=2[N:61]=1)=[O:52], predict the reactants needed to synthesize it. The reactants are: [O:1]1[C:5]2[CH:6]=[CH:7][C:8]([CH:10]=[CH:11][C:12]([OH:14])=O)=[CH:9][C:4]=2[O:3][CH2:2]1.ON1C2C=CC=CC=2N=N1.C(N=C=NCCCN(C)C)C.CN1CCOCC1.[NH2:43][C:44]1[CH:49]=[CH:48][CH:47]=[CH:46][C:45]=1[NH:50][C:51]([C:53]1[S:54][C:55]2[CH2:56][NH:57][CH2:58][CH2:59][C:60]=2[N:61]=1)=[O:52]. (2) Given the product [CH:1]([N:14]1[CH2:17][CH:16]([O:18][C:24]2[CH:29]=[CH:28][CH:27]=[C:26]([C:30]([F:33])([F:32])[F:31])[CH:25]=2)[CH2:15]1)([C:8]1[CH:13]=[CH:12][CH:11]=[CH:10][CH:9]=1)[C:2]1[CH:7]=[CH:6][CH:5]=[CH:4][CH:3]=1, predict the reactants needed to synthesize it. The reactants are: [CH:1]([N:14]1[CH2:17][CH:16]([O:18]S(C)(=O)=O)[CH2:15]1)([C:8]1[CH:13]=[CH:12][CH:11]=[CH:10][CH:9]=1)[C:2]1[CH:7]=[CH:6][CH:5]=[CH:4][CH:3]=1.O[C:24]1[CH:25]=[C:26]([C:30]([F:33])([F:32])[F:31])[CH:27]=[CH:28][CH:29]=1.[OH-].[Na+]. (3) The reactants are: F[C:2]1[CH:12]=[CH:11][C:5]([C:6]([O:8][CH2:9][CH3:10])=[O:7])=[CH:4][CH:3]=1.[CH:13]1([N:17]2[CH2:22][CH2:21][NH:20][CH2:19][CH2:18]2)[CH2:16][CH2:15][CH2:14]1.C(=O)([O-])[O-].[K+].[K+]. Given the product [CH:13]1([N:17]2[CH2:22][CH2:21][N:20]([C:2]3[CH:12]=[CH:11][C:5]([C:6]([O:8][CH2:9][CH3:10])=[O:7])=[CH:4][CH:3]=3)[CH2:19][CH2:18]2)[CH2:16][CH2:15][CH2:14]1, predict the reactants needed to synthesize it. (4) Given the product [ClH:46].[CH3:49][O:50][C:51]1[CH:52]=[C:53]([CH:72]=[C:73]([O:79][CH3:80])[C:74]=1[O:75][CH2:76][CH2:77][CH3:78])[C:54]([C:56]1[C:65]2[CH:64]=[CH:63][C:62]3[N:66]([CH2:70][CH3:71])[C:67](=[O:69])[O:68][C:61]=3[C:60]=2[CH:59]=[N:58][CH:57]=1)=[O:55], predict the reactants needed to synthesize it. The reactants are: Cl.COC1C=C(C=C(OC)C=1OCCC)CC1C2C=CC3N(CC)C(=O)OC=3C=2C=NC=1.ON1C(=O)C2=CC=CC=C2C1=O.[O-][Cl:46]=O.[Na+].[CH3:49][O:50][C:51]1[CH:52]=[C:53]([CH:72]=[C:73]([O:79][CH3:80])[C:74]=1[O:75][CH2:76][CH2:77][CH3:78])[C:54]([C:56]1[C:65]2[CH:64]=[CH:63][C:62]3[N:66]([CH2:70][CH3:71])[C:67](=[O:69])[O:68][C:61]=3[C:60]=2[CH:59]=[N:58][CH:57]=1)=[O:55].Cl. (5) Given the product [C:1]([O:5][C:6](=[O:19])[NH:7][C@H:8]([C:12]1[CH:17]=[C:16]([NH:20][NH2:21])[CH:15]=[CH:14][N:13]=1)[CH2:9][CH:10]=[CH2:11])([CH3:4])([CH3:3])[CH3:2], predict the reactants needed to synthesize it. The reactants are: [C:1]([O:5][C:6](=[O:19])[NH:7][C@H:8]([C:12]1[CH:17]=[C:16](Cl)[CH:15]=[CH:14][N:13]=1)[CH2:9][CH:10]=[CH2:11])([CH3:4])([CH3:3])[CH3:2].[NH2:20][NH2:21].[Al].